This data is from Catalyst prediction with 721,799 reactions and 888 catalyst types from USPTO. The task is: Predict which catalyst facilitates the given reaction. (1) Reactant: [NH2:1][C:2]1[N:10]=[C:9]([NH2:11])[CH:8]=[CH:7][C:3]=1[C:4](O)=[O:5].CC[N:14]=C=NCCCN(C)C.C1C=CC2N(O)N=NC=2C=1.[Cl-].[NH4+].C(N(C(C)C)CC)(C)C. Product: [NH2:1][C:2]1[N:10]=[C:9]([NH2:11])[CH:8]=[CH:7][C:3]=1[C:4]([NH2:14])=[O:5]. The catalyst class is: 374. (2) Reactant: [CH2:1]([O:8][C:9](Cl)=[O:10])[C:2]1[CH:7]=[CH:6][CH:5]=[CH:4][CH:3]=1.Cl.Cl.[F:14][C:15]1[CH:20]=[CH:19][C:18]([C@H:21]2[CH2:26][NH:25][CH2:24][CH2:23][NH:22]2)=[C:17]([CH3:27])[CH:16]=1. Product: [CH2:1]([O:8][C:9]([N:25]1[CH2:24][CH2:23][NH:22][C@@H:21]([C:18]2[CH:19]=[CH:20][C:15]([F:14])=[CH:16][C:17]=2[CH3:27])[CH2:26]1)=[O:10])[C:2]1[CH:7]=[CH:6][CH:5]=[CH:4][CH:3]=1. The catalyst class is: 2. (3) Reactant: [C:1]1([C:21]2[CH:26]=[CH:25][CH:24]=[CH:23][CH:22]=2)[CH:6]=[CH:5][C:4]([O:7][CH2:8][CH2:9][CH2:10][O:11][C:12]2[CH:19]=[CH:18]C(C=O)=[C:14]([F:20])[CH:13]=2)=[CH:3][CH:2]=1.CO[CH2:29][C:30]([O:32][CH3:33])=[O:31].C[Si]([N-][Si](C)(C)C)(C)C.[Na+].[CH3:44][O:45][C:46](=[O:52])[CH:47](OC)CO. Product: [CH3:44][O:45][C:46](=[O:52])[CH2:47][C:30]([C:29]1[CH:18]=[CH:19][C:12]([O:11][CH2:10][CH2:9][CH2:8][O:7][C:4]2[CH:3]=[CH:2][C:1]([C:21]3[CH:22]=[CH:23][CH:24]=[CH:25][CH:26]=3)=[CH:6][CH:5]=2)=[CH:13][C:14]=1[F:20])([OH:31])[O:32][CH3:33]. The catalyst class is: 1. (4) Product: [Cl:13][C:6]1[C:7]([C:8]([O:10][CH2:11][CH3:12])=[O:9])=[C:2]([N:31]([CH2:32][CH2:33][C:34]([O:36][CH2:37][CH3:38])=[O:35])[C:25]2[CH:30]=[CH:29][CH:28]=[CH:27][CH:26]=2)[N:3]=[C:4]([S:14][CH3:15])[N:5]=1. Reactant: Cl[C:2]1[C:7]([C:8]([O:10][CH2:11][CH3:12])=[O:9])=[C:6]([Cl:13])[N:5]=[C:4]([S:14][CH3:15])[N:3]=1.C(N(C(C)C)CC)(C)C.[C:25]1([NH:31][CH2:32][CH2:33][C:34]([O:36][CH2:37][CH3:38])=[O:35])[CH:30]=[CH:29][CH:28]=[CH:27][CH:26]=1. The catalyst class is: 3. (5) The catalyst class is: 20. Product: [O:9]=[C:7]([C:2]1[N:1]=[CH:6][CH:5]=[CH:4][N:3]=1)[CH2:23][C:22]([O:28][CH2:29][CH3:30])=[O:27]. Reactant: [N:1]1[CH:6]=[CH:5][CH:4]=[N:3][C:2]=1[C:7]([OH:9])=O.C(C1NC=CN=1)(C1NC=CN=1)=O.[C:22]([O:28][CH2:29][CH3:30])(=[O:27])[CH2:23]C([O-])=O.C[Mg]Br.[N-]1C=CN=C1.Cl. (6) Reactant: C[O:2][C:3](=[O:24])[CH2:4][C:5]1[C:9]2[C:10]([Cl:23])=[CH:11][C:12]([O:14][CH2:15][C:16]3[N:20]([CH3:21])[N:19]=[C:18]([CH3:22])[CH:17]=3)=[CH:13][C:8]=2[S:7][CH:6]=1.[OH-].[Na+]. Product: [Cl:23][C:10]1[C:9]2[C:5]([CH2:4][C:3]([OH:24])=[O:2])=[CH:6][S:7][C:8]=2[CH:13]=[C:12]([O:14][CH2:15][C:16]2[N:20]([CH3:21])[N:19]=[C:18]([CH3:22])[CH:17]=2)[CH:11]=1. The catalyst class is: 14. (7) Reactant: Cl.[F:2][C:3]([F:21])([F:20])[C:4]1[CH:5]=[C:6]([CH:14]2[CH2:19][CH2:18][NH:17][CH2:16][CH2:15]2)[CH:7]=[C:8]([C:10]([F:13])([F:12])[F:11])[CH:9]=1.[C:22]([O:26][C:27]([N:29]1[CH2:34][CH2:33][C:32]2[C:35]([C:38](O)=[O:39])=[N:36][NH:37][C:31]=2[CH2:30]1)=[O:28])([CH3:25])([CH3:24])[CH3:23].C(N(C(C)C)CC)(C)C.CCN=C=NCCCN(C)C.C1C=CC2N(O)N=NC=2C=1. Product: [F:21][C:3]([F:2])([F:20])[C:4]1[CH:5]=[C:6]([CH:14]2[CH2:19][CH2:18][N:17]([C:38]([C:35]3[C:32]4[CH2:33][CH2:34][N:29]([C:27]([O:26][C:22]([CH3:25])([CH3:24])[CH3:23])=[O:28])[CH2:30][C:31]=4[NH:37][N:36]=3)=[O:39])[CH2:16][CH2:15]2)[CH:7]=[C:8]([C:10]([F:12])([F:13])[F:11])[CH:9]=1. The catalyst class is: 18.